This data is from Catalyst prediction with 721,799 reactions and 888 catalyst types from USPTO. The task is: Predict which catalyst facilitates the given reaction. Reactant: P(Cl)(Cl)(Cl)=O.[C:6]([C:9]1[CH:14]=[CH:13][CH:12]=[CH:11][CH:10]=1)(=O)[CH3:7].[ClH:15].NO.C[N:19]([CH:21]=O)C. Product: [Cl:15][C:6]([C:9]1[CH:14]=[CH:13][CH:12]=[CH:11][CH:10]=1)=[CH:7][C:21]#[N:19]. The catalyst class is: 6.